Dataset: Catalyst prediction with 721,799 reactions and 888 catalyst types from USPTO. Task: Predict which catalyst facilitates the given reaction. The catalyst class is: 12. Reactant: [Br:1][C:2]1[CH:11]=[C:10]([O:12][CH:13]([CH3:15])[CH3:14])[C:9]([Cl:16])=[C:8]2[C:3]=1[CH2:4][CH2:5][NH:6][C:7]2=[O:17].C[Si]([N-][Si](C)(C)C)(C)C.[K+].[CH2:28]([O:35][C:36]1[C:41]([CH2:42]Cl)=[C:40]([CH3:44])[CH:39]=[C:38]([CH3:45])[N:37]=1)[C:29]1[CH:34]=[CH:33][CH:32]=[CH:31][CH:30]=1. Product: [CH2:28]([O:35][C:36]1[C:41]([CH2:42][N:6]2[CH2:5][CH2:4][C:3]3[C:8](=[C:9]([Cl:16])[C:10]([O:12][CH:13]([CH3:15])[CH3:14])=[CH:11][C:2]=3[Br:1])[C:7]2=[O:17])=[C:40]([CH3:44])[CH:39]=[C:38]([CH3:45])[N:37]=1)[C:29]1[CH:34]=[CH:33][CH:32]=[CH:31][CH:30]=1.